This data is from Catalyst prediction with 721,799 reactions and 888 catalyst types from USPTO. The task is: Predict which catalyst facilitates the given reaction. (1) Reactant: [CH3:1][O:2][C:3]([CH:5]1[CH2:9][C:8](=O)[CH2:7][N:6]1[CH2:11][C:12]1[CH:17]=[CH:16][CH:15]=[CH:14][CH:13]=1)=[O:4].[CH2:18]([NH2:25])[C:19]1[CH:24]=[CH:23][CH:22]=[CH:21][CH:20]=1.C(O)(=O)C.[BH-](OC(C)=O)(OC(C)=O)OC(C)=O.[Na+]. Product: [CH3:1][O:2][C:3]([CH:5]1[CH2:9][CH:8]([NH:25][CH2:18][C:19]2[CH:24]=[CH:23][CH:22]=[CH:21][CH:20]=2)[CH2:7][N:6]1[CH2:11][C:12]1[CH:17]=[CH:16][CH:15]=[CH:14][CH:13]=1)=[O:4]. The catalyst class is: 2. (2) Reactant: [F:1][C:2]1[CH:7]=[C:6]([F:8])[CH:5]=[CH:4][C:3]=1[C@@:9]([NH:20][S@@:21]([C:23]([CH3:26])([CH3:25])[CH3:24])=[O:22])([CH2:11][C:12]([C:14]1[N:18]([CH3:19])[N:17]=[CH:16][CH:15]=1)=[O:13])[CH3:10].[H-].C(O[Al](OC(C)(C)C)OC(C)(C)C)(C)(C)C.[Li+].O.O.O.O.O.O.O.O.O.O.S([O-])([O-])(=O)=O.[Na+].[Na+].S([O-])([O-])(=O)=O.[Mg+2]. Product: [F:1][C:2]1[CH:7]=[C:6]([F:8])[CH:5]=[CH:4][C:3]=1[C@@:9]([NH:20][S@@:21]([C:23]([CH3:26])([CH3:25])[CH3:24])=[O:22])([CH2:11][C@@H:12]([OH:13])[C:14]1[N:18]([CH3:19])[N:17]=[CH:16][CH:15]=1)[CH3:10]. The catalyst class is: 27.